The task is: Predict which catalyst facilitates the given reaction.. This data is from Catalyst prediction with 721,799 reactions and 888 catalyst types from USPTO. (1) Reactant: [F:1][C:2]1[CH:3]=[C:4]([CH:7]=[C:8]([F:11])[C:9]=1[F:10])[CH:5]=[O:6].O.[BH4-].[Na+]. Product: [F:1][C:2]1[CH:3]=[C:4]([CH2:5][OH:6])[CH:7]=[C:8]([F:11])[C:9]=1[F:10]. The catalyst class is: 1. (2) Reactant: Cl[C:2]1[CH:7]=[C:6]([C:8]2[CH:13]=[CH:12][CH:11]=[CH:10][CH:9]=2)[N:5]=[C:4]([NH:14][C:15](=[O:32])[CH2:16][CH2:17][C:18]([C:20]2[CH:25]=[CH:24][C:23]([O:26][CH2:27][CH3:28])=[C:22]([O:29][CH2:30][CH3:31])[CH:21]=2)=[O:19])[CH:3]=1.C1(C2C=CC=CC=2)C=CC=CC=1P(C1CCCCC1)C1CCCCC1.C(=O)([O-])[O-].[K+].[K+].OB(O)[C:66]1[CH:74]=[CH:73][CH:72]=[CH:71][C:67]=1[C:68]([OH:70])=[O:69]. Product: [CH2:30]([O:29][C:22]1[CH:21]=[C:20]([C:18](=[O:19])[CH2:17][CH2:16][C:15]([NH:14][C:4]2[CH:3]=[C:2]([C:66]3[CH:74]=[CH:73][CH:72]=[CH:71][C:67]=3[C:68]([OH:70])=[O:69])[CH:7]=[C:6]([C:8]3[CH:13]=[CH:12][CH:11]=[CH:10][CH:9]=3)[N:5]=2)=[O:32])[CH:25]=[CH:24][C:23]=1[O:26][CH2:27][CH3:28])[CH3:31]. The catalyst class is: 110. (3) Reactant: CO[C:3]1[CH:4]=[C:5]([C:13]2[CH:17]=[C:16]([CH:18]=O)[NH:15][N:14]=2)[CH:6]=[C:7]([O:11][CH3:12])[C:8]=1[O:9]C.[F:20][C:21]1[CH:22]=[C:23]([NH2:28])[C:24]([NH2:27])=[CH:25][CH:26]=1. Product: [O:9]1[C:8]2[CH:3]=[CH:4][C:5]([C:13]3[CH:17]=[C:16]([C:18]4[NH:27][C:24]5[CH:25]=[CH:26][C:21]([F:20])=[CH:22][C:23]=5[N:28]=4)[NH:15][N:14]=3)=[CH:6][C:7]=2[O:11][CH2:12]1. The catalyst class is: 8. (4) Reactant: [F:1][C:2]([F:14])([CH3:13])[CH:3]=[N:4][C:5]1[CH:10]=[CH:9][C:8]([O:11][CH3:12])=[CH:7][CH:6]=1.C(N(CC)CC)C.[CH2:22]([O:29][CH2:30][C:31](Cl)=[O:32])[C:23]1[CH:28]=[CH:27][CH:26]=[CH:25][CH:24]=1.O. Product: [CH3:12][O:11][C:8]1[CH:9]=[CH:10][C:5]([N:4]2[C@H:3]([C:2]([F:14])([F:1])[CH3:13])[C@H:30]([O:29][CH2:22][C:23]3[CH:28]=[CH:27][CH:26]=[CH:25][CH:24]=3)[C:31]2=[O:32])=[CH:6][CH:7]=1. The catalyst class is: 4.